This data is from Full USPTO retrosynthesis dataset with 1.9M reactions from patents (1976-2016). The task is: Predict the reactants needed to synthesize the given product. (1) The reactants are: [C:1]([NH:4][NH:5][C:6]([CH:8]1[CH2:13][CH2:12][N:11]([C:14]([O:16][C:17]([CH3:20])([CH3:19])[CH3:18])=[O:15])[CH:10]([CH3:21])[CH2:9]1)=[O:7])(=O)[CH3:2].CCN(C(C)C)C(C)C.C1(P(C2C=CC=CC=2)C2C=CC=CC=2)C=CC=CC=1.ClC(Cl)(Cl)C(Cl)(Cl)Cl. Given the product [CH3:21][CH:10]1[CH2:9][CH:8]([C:6]2[O:7][C:1]([CH3:2])=[N:4][N:5]=2)[CH2:13][CH2:12][N:11]1[C:14]([O:16][C:17]([CH3:20])([CH3:19])[CH3:18])=[O:15], predict the reactants needed to synthesize it. (2) The reactants are: C([O:5][C:6]([C@H:8]1[CH2:12][CH2:11][CH2:10][N:9]1[C:13](=[O:40])[CH2:14][O:15][C:16]1[CH:21]=[C:20]([O:22][CH3:23])[CH:19]=[C:18]([O:24][CH2:25][C:26]([N:28]2[CH2:32][CH2:31][CH2:30][C@@H:29]2[C:33]([O:35]C(C)(C)C)=[O:34])=[O:27])[CH:17]=1)=[O:7])(C)(C)C. Given the product [C:33]([C@H:29]1[CH2:30][CH2:31][CH2:32][N:28]1[C:26](=[O:27])[CH2:25][O:24][C:18]1[CH:17]=[C:16]([CH:21]=[C:20]([O:22][CH3:23])[CH:19]=1)[O:15][CH2:14][C:13]([N:9]1[CH2:10][CH2:11][CH2:12][C@@H:8]1[C:6]([OH:7])=[O:5])=[O:40])([OH:35])=[O:34], predict the reactants needed to synthesize it. (3) The reactants are: [NH2:1][C:2]1[CH:3]=[CH:4][CH:5]=[C:6]2[C:10]=1[NH:9][C:8](=[O:11])[CH2:7]2.[F:12][C:13]([F:23])([F:22])[C:14]1[C:15]([Cl:21])=[N:16][C:17](Cl)=[N:18][CH:19]=1.ClCCCl.C(O)(C)(C)C.CCN(CC)CC. Given the product [Cl:21][C:15]1[C:14]([C:13]([F:22])([F:12])[F:23])=[CH:19][N:18]=[C:17]([NH:1][C:2]2[CH:3]=[CH:4][CH:5]=[C:6]3[C:10]=2[NH:9][C:8](=[O:11])[CH2:7]3)[N:16]=1, predict the reactants needed to synthesize it. (4) Given the product [F:1][CH2:2][CH:3]([N:14]([O:15][CH3:16])[C:30]([C:28]1[C:27]([C:33]([F:36])([F:35])[F:34])=[N:26][N:25]([CH3:24])[CH:29]=1)=[O:31])[CH2:4][C:5]1[C:6]([Cl:13])=[CH:7][C:8]([Cl:12])=[CH:9][C:10]=1[Cl:11], predict the reactants needed to synthesize it. The reactants are: [F:1][CH2:2][CH:3]([NH:14][O:15][CH3:16])[CH2:4][C:5]1[C:10]([Cl:11])=[CH:9][C:8]([Cl:12])=[CH:7][C:6]=1[Cl:13].C(N(CC)CC)C.[CH3:24][N:25]1[CH:29]=[C:28]([C:30](Cl)=[O:31])[C:27]([C:33]([F:36])([F:35])[F:34])=[N:26]1. (5) Given the product [C:32]([O:31][C:28](=[O:30])[CH2:29][C:24](=[O:25])[CH2:23][C@H:22]([OH:21])[CH2:27][OH:26])([CH3:35])([CH3:34])[CH3:33], predict the reactants needed to synthesize it. The reactants are: C([Li])CCC.C(NC(C)C)(C)C.C([N-]C(C)C)(C)C.[Li+].[OH:21][C@@H:22]1[CH2:27][O:26][C:24](=[O:25])[CH2:23]1.[C:28]([O:31][C:32]([CH3:35])([CH3:34])[CH3:33])(=[O:30])[CH3:29].Cl. (6) Given the product [CH:1]1([C:4]2[C:5]([CH3:21])=[CH:6][C:7]3[N:20]=[C:28]4[C:26]([N:10]([CH2:11][CH2:12][CH2:13][C:14]5[CH:15]=[CH:16][CH:17]=[CH:18][CH:19]=5)[C:8]=3[CH:9]=2)=[N:25][C:23](=[O:24])[NH:22][C:30]4=[O:31])[CH2:3][CH2:2]1, predict the reactants needed to synthesize it. The reactants are: [CH:1]1([C:4]2[CH:9]=[C:8]([NH:10][CH2:11][CH2:12][CH2:13][C:14]3[CH:19]=[CH:18][CH:17]=[CH:16][CH:15]=3)[C:7]([NH2:20])=[CH:6][C:5]=2[CH3:21])[CH2:3][CH2:2]1.[NH:22]1[C:30](=[O:31])[C:28](=O)[C:26](=O)[NH:25][C:23]1=[O:24].B(O)(O)O. (7) Given the product [Br-:7].[C:9]([CH2:8][N+:3]1[C:2]([CH3:1])=[CH:6][S:5][CH:4]=1)([OH:11])=[O:10], predict the reactants needed to synthesize it. The reactants are: [CH3:1][C:2]1[N:3]=[CH:4][S:5][CH:6]=1.[Br:7][CH2:8][C:9]([OH:11])=[O:10]. (8) Given the product [F:1][C:2]1[CH:39]=[C:38]([F:40])[CH:37]=[CH:36][C:3]=1[O:4][C:5]1[C:13]2[N:12]=[CH:11][N:10]([CH3:14])[C:9]=2[C:8]([CH:15]=[O:42])=[CH:7][C:6]=1[C:17]1[C:18]2[CH:27]=[N:26][N:25]([CH2:28][O:29][CH2:30][CH2:31][Si:32]([CH3:35])([CH3:33])[CH3:34])[C:19]=2[C:20](=[O:24])[N:21]([CH3:23])[CH:22]=1, predict the reactants needed to synthesize it. The reactants are: [F:1][C:2]1[CH:39]=[C:38]([F:40])[CH:37]=[CH:36][C:3]=1[O:4][C:5]1[C:13]2[N:12]=[CH:11][N:10]([CH3:14])[C:9]=2[C:8]([CH:15]=C)=[CH:7][C:6]=1[C:17]1[C:18]2[CH:27]=[N:26][N:25]([CH2:28][O:29][CH2:30][CH2:31][Si:32]([CH3:35])([CH3:34])[CH3:33])[C:19]=2[C:20](=[O:24])[N:21]([CH3:23])[CH:22]=1.I([O-])(=O)(=O)=[O:42].[Na+].